Dataset: Forward reaction prediction with 1.9M reactions from USPTO patents (1976-2016). Task: Predict the product of the given reaction. (1) Given the reactants [C:1]([C:3]1[CH:8]=[C:7]([S:9][CH3:10])[CH:6]=[CH:5][N:4]=1)#[N:2].[C:11](OC)(=[O:19])[C:12]1[C:13](=[CH:15][CH:16]=[CH:17][CH:18]=1)[SH:14].C(N(CC)CC)C, predict the reaction product. The product is: [CH3:10][S:9][C:7]1[CH:6]=[CH:5][N:4]=[C:3]([C:1]2[S:14][C:13]3[CH:15]=[CH:16][CH:17]=[CH:18][C:12]=3[C:11](=[O:19])[N:2]=2)[CH:8]=1. (2) Given the reactants Cl.[S:2]1[CH:6]=[CH:5][CH:4]=[C:3]1[CH2:7][CH2:8][NH:9][CH:10]([C:14]1[CH:19]=[CH:18][CH:17]=[CH:16][C:15]=1[Cl:20])[C:11]([NH2:13])=[O:12].O.[OH-].[Na+], predict the reaction product. The product is: [S:2]1[CH:6]=[CH:5][CH:4]=[C:3]1[CH2:7][CH2:8][NH:9][CH:10]([C:14]1[CH:19]=[CH:18][CH:17]=[CH:16][C:15]=1[Cl:20])[C:11]([NH2:13])=[O:12]. (3) Given the reactants [CH3:1][C:2]1[CH:7]=[CH:6][N:5]([C:8]2[CH:13]=[CH:12][C:11]([N:14]3[CH2:19][CH2:18][NH:17][CH2:16][CH2:15]3)=[CH:10][CH:9]=2)[C:4](=[O:20])[CH:3]=1.CC1C=CC(S(O[CH2:32][CH2:33][CH2:34][C:35]2[C:43]3[C:38](=[CH:39][CH:40]=[C:41]([C:44]#[N:45])[CH:42]=3)[NH:37][CH:36]=2)(=O)=O)=CC=1.C(=O)([O-])[O-].[K+].[K+].[I-].[K+], predict the reaction product. The product is: [CH3:1][C:2]1[CH:7]=[CH:6][N:5]([C:8]2[CH:9]=[CH:10][C:11]([N:14]3[CH2:15][CH2:16][N:17]([CH2:32][CH2:33][CH2:34][C:35]4[C:43]5[C:38](=[CH:39][CH:40]=[C:41]([C:44]#[N:45])[CH:42]=5)[NH:37][CH:36]=4)[CH2:18][CH2:19]3)=[CH:12][CH:13]=2)[C:4](=[O:20])[CH:3]=1. (4) Given the reactants [NH:1]1[C:9]2[C:4](=[CH:5][CH:6]=[CH:7][CH:8]=2)[CH:3]=[C:2]1[C:10]([NH:12][C:13]1[CH:18]=[CH:17][C:16]([CH2:19][C:20]([O:22]C(C)(C)C)=[O:21])=[CH:15][C:14]=1[O:27][CH3:28])=[O:11].C(O)(C(F)(F)F)=O, predict the reaction product. The product is: [NH:1]1[C:9]2[C:4](=[CH:5][CH:6]=[CH:7][CH:8]=2)[CH:3]=[C:2]1[C:10]([NH:12][C:13]1[CH:18]=[CH:17][C:16]([CH2:19][C:20]([OH:22])=[O:21])=[CH:15][C:14]=1[O:27][CH3:28])=[O:11]. (5) Given the reactants [C:1]([NH:5][C:6]1[C:7]([CH3:26])=[N:8][C:9]2[C:14]([N:15]=1)=[C:13]([C:16]1[NH:24][C:23]3[CH2:22][CH2:21][NH:20][C:19](=[O:25])[C:18]=3[CH:17]=1)[CH:12]=[CH:11][CH:10]=2)([CH3:4])([CH3:3])[CH3:2].[CH3:27][C:28](OC(C)=O)=[O:29], predict the reaction product. The product is: [C:28]([N:20]1[CH2:21][CH2:22][C:23]2[NH:24][C:16]([C:13]3[CH:12]=[CH:11][CH:10]=[C:9]4[C:14]=3[N:15]=[C:6]([NH:5][C:1]([CH3:4])([CH3:3])[CH3:2])[C:7]([CH3:26])=[N:8]4)=[CH:17][C:18]=2[C:19]1=[O:25])(=[O:29])[CH3:27]. (6) Given the reactants [K+].[N:2]1([CH2:8][CH2:9][C:10]([O-:12])=O)[CH2:7][CH2:6][O:5][CH2:4][CH2:3]1.C(OC(=O)CCN1CCOCC1)C.FC(F)(F)C(O)=O.[C:33]1([C:39]2[CH:44]=[C:43]([CH:45]3[CH2:50][CH2:49][NH:48][CH2:47][CH2:46]3)[CH:42]=[CH:41][C:40]=2[NH:51][C:52]([C:54]2[NH:55][CH:56]=[C:57]([C:59]#[N:60])[N:58]=2)=[O:53])[CH2:38][CH2:37][CH2:36][CH2:35][CH:34]=1.CCN=C=NCCCN(C)C.C1C=CC2N(O)N=NC=2C=1.CCN(C(C)C)C(C)C, predict the reaction product. The product is: [C:33]1([C:39]2[CH:44]=[C:43]([CH:45]3[CH2:46][CH2:47][N:48]([C:10](=[O:12])[CH2:9][CH2:8][N:2]4[CH2:3][CH2:4][O:5][CH2:6][CH2:7]4)[CH2:49][CH2:50]3)[CH:42]=[CH:41][C:40]=2[NH:51][C:52]([C:54]2[NH:55][CH:56]=[C:57]([C:59]#[N:60])[N:58]=2)=[O:53])[CH2:38][CH2:37][CH2:36][CH2:35][CH:34]=1. (7) Given the reactants [Cl:1][C:2]1[CH:7]=[CH:6][C:5]([CH:8]([NH2:20])[C:9]([C:13]2[CH:18]=[CH:17][C:16]([Cl:19])=[CH:15][CH:14]=2)([NH2:12])[CH2:10][CH3:11])=[CH:4][CH:3]=1.[CH:21]([O:24][C:25]1[CH:34]=[C:33](OC)[CH:32]=[CH:31][C:26]=1[C:27](OC)=O)([CH3:23])C.C[Al](C)C.[C:41]([Cl:44])(Cl)=[O:42], predict the reaction product. The product is: [C:5]([C:33]1[CH:32]=[CH:31][C:26]([C:27]2[NH:20][CH:8]([C:5]3[CH:6]=[CH:7][C:2]([Cl:1])=[CH:3][CH:4]=3)[C:9]([C:13]3[CH:14]=[CH:15][C:16]([Cl:19])=[CH:17][CH:18]=3)([CH2:10][CH3:11])[N:12]=2)=[C:25]([O:24][CH2:21][CH3:23])[CH:34]=1)([CH3:8])([CH3:6])[CH3:4].[C:5]([C:33]1[CH:32]=[CH:31][C:26]([C:27]2[N:20]([C:41]([Cl:44])=[O:42])[CH:8]([C:5]3[CH:6]=[CH:7][C:2]([Cl:1])=[CH:3][CH:4]=3)[C:9]([C:13]3[CH:14]=[CH:15][C:16]([Cl:19])=[CH:17][CH:18]=3)([CH2:10][CH3:11])[N:12]=2)=[C:25]([O:24][CH2:21][CH3:23])[CH:34]=1)([CH3:8])([CH3:6])[CH3:4].